Predict the reactants needed to synthesize the given product. From a dataset of Full USPTO retrosynthesis dataset with 1.9M reactions from patents (1976-2016). (1) Given the product [C:22]([CH:13]([C:14]1[CH:15]=[CH:16][C:17]([OH:20])=[CH:18][CH:19]=1)[CH2:7][C:8]([OH:10])=[O:9])#[N:23], predict the reactants needed to synthesize it. The reactants are: CO.C(OC(=O)[C:7](=[CH:13][C:14]1[CH:19]=[CH:18][C:17]([OH:20])=[CH:16][CH:15]=1)[C:8]([O:10]CC)=[O:9])C.[C-:22]#[N:23].[K+]. (2) Given the product [Cl:8][C:9]1[C:18]2[N:17]([CH3:19])[O:16][C@H:15]3[NH:20][C@H:21]([C:23]([O:25][C@@H:26]4[C@:35]5([OH:36])[C@@H:30]([C@H:31]([CH:38]([CH3:39])[CH3:40])[CH2:32][CH2:33][C@H:34]5[CH3:37])[CH:29]=[C:28]([CH3:41])[C@H:27]4[O:42][C:2]([O:4][CH2:5][CH:6]=[CH2:7])=[O:3])=[O:24])[CH2:22][C@@:14]3([OH:43])[C:13]=2[CH:12]=[CH:11][CH:10]=1, predict the reactants needed to synthesize it. The reactants are: Cl[C:2]([O:4][CH2:5][CH:6]=[CH2:7])=[O:3].[Cl:8][C:9]1[C:18]2[N:17]([CH3:19])[O:16][C@H:15]3[NH:20][C@H:21]([C:23]([O:25][C@@H:26]4[C@:35]5([OH:36])[C@@H:30]([C@H:31]([CH:38]([CH3:40])[CH3:39])[CH2:32][CH2:33][CH:34]5[CH3:37])[CH:29]=[C:28]([CH3:41])[CH:27]4[OH:42])=[O:24])[CH2:22][C@@:14]3([OH:43])[C:13]=2[CH:12]=[CH:11][CH:10]=1. (3) The reactants are: [C:1](Cl)(=[O:8])[C:2]1[CH:7]=[CH:6][CH:5]=[CH:4][CH:3]=1.[N+:10]([C:13]1[CH:14]=[C:15]2[C:19](=[CH:20][CH:21]=1)[NH:18][N:17]=[C:16]2[NH2:22])([O-:12])=[O:11].N1C=CC=CC=1. Given the product [N+:10]([C:13]1[CH:14]=[C:15]2[C:19](=[CH:20][CH:21]=1)[NH:18][N:17]=[C:16]2[NH:22][C:1](=[O:8])[C:2]1[CH:7]=[CH:6][CH:5]=[CH:4][CH:3]=1)([O-:12])=[O:11], predict the reactants needed to synthesize it. (4) Given the product [C:12]([O:15][C:16]1[CH:24]=[CH:23][CH:22]=[CH:21][C:17]=1[C:18]([O-:20])=[O:19])(=[O:14])[CH3:13].[C:7]([CH2:6][CH2:5][CH2:4][N+:3]([CH2:1][CH3:2])([CH3:10])[CH3:11])([OH:9])=[O:8], predict the reactants needed to synthesize it. The reactants are: [CH2:1]([N+:3]([CH3:11])([CH3:10])[CH2:4][CH2:5][CH2:6][C:7]([O-:9])=[O:8])[CH3:2].[C:12]([O:15][C:16]1[CH:24]=[CH:23][CH:22]=[CH:21][C:17]=1[C:18]([OH:20])=[O:19])(=[O:14])[CH3:13].